From a dataset of Forward reaction prediction with 1.9M reactions from USPTO patents (1976-2016). Predict the product of the given reaction. (1) Given the reactants CN(/[CH:4]=[C:5]1\[C:6](=O)[CH:7]([C:22]([O:24][CH3:25])=[O:23])[N:8]([C:12]([O:14][CH2:15][C:16]2[CH:21]=[CH:20][CH:19]=[CH:18][CH:17]=2)=[O:13])[C:9]\1([CH3:11])[CH3:10])C.FC(F)(F)C(O)=O.[CH3:34][C:35]1[CH:40]=[C:39]([NH:41][C:42]([NH2:44])=[NH:43])[CH:38]=[CH:37][N:36]=1.C([O-])(=O)C.[K+].CN(C=O)C, predict the reaction product. The product is: [CH3:11][C:9]1([CH3:10])[C:5]2[CH:4]=[N:43][C:42]([NH:41][C:39]3[CH:38]=[CH:37][N:36]=[C:35]([CH3:34])[CH:40]=3)=[N:44][C:6]=2[CH:7]([C:22]([O:24][CH3:25])=[O:23])[N:8]1[C:12]([O:14][CH2:15][C:16]1[CH:21]=[CH:20][CH:19]=[CH:18][CH:17]=1)=[O:13]. (2) Given the reactants [C:1]([O:5][C:6]([N:8]1[CH2:12][CH2:11][CH2:10][CH:9]1[C:13](=[O:23])[NH:14][C:15]1[CH:20]=[CH:19][C:18](Br)=[CH:17][C:16]=1[CH3:22])=[O:7])([CH3:4])([CH3:3])[CH3:2].[CH3:24][S:25][C:26]1[CH:31]=[CH:30][CH:29]=[CH:28][C:27]=1B(O)O.C([O-])([O-])=O.[Na+].[Na+], predict the reaction product. The product is: [C:1]([O:5][C:6]([N:8]1[CH2:12][CH2:11][CH2:10][CH:9]1[C:13](=[O:23])[NH:14][C:15]1[CH:20]=[CH:19][C:18]([C:27]2[CH:28]=[CH:29][CH:30]=[CH:31][C:26]=2[S:25][CH3:24])=[CH:17][C:16]=1[CH3:22])=[O:7])([CH3:4])([CH3:3])[CH3:2]. (3) Given the reactants Cl[C:2]1[CH:7]=[CH:6][N:5]=[C:4]2[CH:8]=[C:9]([C:11]3[CH:16]=[C:15]([O:17][CH3:18])[C:14]([O:19][CH3:20])=[C:13]([O:21][CH3:22])[CH:12]=3)[O:10][C:3]=12.[F:23][C:24]1[CH:25]=[C:26](B(O)O)[CH:27]=[CH:28][C:29]=1[C:30](=[O:35])[NH:31][CH2:32][CH2:33][OH:34], predict the reaction product. The product is: [F:23][C:24]1[CH:25]=[C:26]([C:2]2[CH:7]=[CH:6][N:5]=[C:4]3[CH:8]=[C:9]([C:11]4[CH:16]=[C:15]([O:17][CH3:18])[C:14]([O:19][CH3:20])=[C:13]([O:21][CH3:22])[CH:12]=4)[O:10][C:3]=23)[CH:27]=[CH:28][C:29]=1[C:30]([NH:31][CH2:32][CH2:33][OH:34])=[O:35].